From a dataset of Catalyst prediction with 721,799 reactions and 888 catalyst types from USPTO. Predict which catalyst facilitates the given reaction. (1) Reactant: [C:1]([O:5][C:6]([N:8]1[CH2:11][CH:10]([CH2:12][N:13]=[N+]=[N-])[CH2:9]1)=[O:7])([CH3:4])([CH3:3])[CH3:2].N. Product: [C:1]([O:5][C:6]([N:8]1[CH2:11][CH:10]([CH2:12][NH2:13])[CH2:9]1)=[O:7])([CH3:4])([CH3:3])[CH3:2]. The catalyst class is: 19. (2) Reactant: [Cl:1][C:2]1[C:3]([F:12])=[C:4]([CH:9]([OH:11])[CH3:10])[C:5]([F:8])=[CH:6][CH:7]=1.ClC1C(Cl)=CC=C(F)C=1C(=O)C.[H-].[Li+].[Al+3].[H-].[H-].[H-]. Product: [Cl:1][C:2]1[C:3]([F:12])=[C:4]([C:9](=[O:11])[CH3:10])[C:5]([F:8])=[CH:6][CH:7]=1. The catalyst class is: 7. (3) Reactant: [C:1]([O:5][C:6]([N:8]1[CH2:13][CH2:12][CH:11]([O:14][N:15]2C(=O)C3C(=CC=CC=3)C2=O)[CH2:10][CH2:9]1)=[O:7])([CH3:4])([CH3:3])[CH3:2].O.NN. Product: [C:1]([O:5][C:6]([N:8]1[CH2:9][CH2:10][CH:11]([O:14][NH2:15])[CH2:12][CH2:13]1)=[O:7])([CH3:4])([CH3:2])[CH3:3]. The catalyst class is: 2. (4) Reactant: [Br:1][C:2]1[CH:3]=[C:4]([NH2:8])[CH:5]=[N:6][CH:7]=1.[C:9]1([S:15](Cl)(=[O:17])=[O:16])[CH:14]=[CH:13][CH:12]=[CH:11][CH:10]=1.Cl. Product: [Br:1][C:2]1[CH:3]=[C:4]([NH:8][S:15]([C:9]2[CH:14]=[CH:13][CH:12]=[CH:11][CH:10]=2)(=[O:17])=[O:16])[CH:5]=[N:6][CH:7]=1. The catalyst class is: 17. (5) Product: [CH3:1][O:2][C:3]1[CH:4]=[C:5]([CH2:12][C:13]([N:16]2[CH2:20][CH2:19][CH2:18][CH2:17]2)=[O:15])[CH:6]=[CH:7][C:8]=1[N+:9]([O-:11])=[O:10]. Reactant: [CH3:1][O:2][C:3]1[CH:4]=[C:5]([CH2:12][C:13]([OH:15])=O)[CH:6]=[CH:7][C:8]=1[N+:9]([O-:11])=[O:10].[NH:16]1[CH2:20][CH2:19][CH2:18][CH2:17]1.C(N(C(C)C)CC)(C)C. The catalyst class is: 309. (6) Reactant: [N+:1]([C:4]1[C:13]2[C:8](=[CH:9][N:10]=[CH:11][CH:12]=2)[N+:7]([O-])=[CH:6][CH:5]=1)([O-])=O. Product: [N:7]1[C:8]2[C:13](=[CH:12][CH:11]=[N:10][CH:9]=2)[C:4]([NH2:1])=[CH:5][CH:6]=1. The catalyst class is: 227. (7) Reactant: [CH3:1][C:2]([O:5][C:6]([N:8]1[CH2:12][C@@H:11]([CH:13]2[CH2:18][CH2:17][N:16]([S:19]([CH3:22])(=[O:21])=[O:20])[CH2:15][CH2:14]2)[CH2:10][C@H:9]1C(OC)=O)=[O:7])([CH3:4])[CH3:3].Br[CH2:28][C:29]([C:31]1[CH:36]=[CH:35][C:34]([NH:37][C:38](=[O:41])[O:39][CH3:40])=[CH:33][CH:32]=1)=O.C(=O)([O-])[O-].[Cs+].[Cs+].C([O-])(=O)C.[NH4+:52].C[N:54]([CH3:57])C=O. The catalyst class is: 113. Product: [CH3:40][O:39][C:38]([NH:37][C:34]1[CH:35]=[CH:36][C:31]([C:29]2[NH:54][C:57]([C@@H:9]3[CH2:10][C@H:11]([CH:13]4[CH2:18][CH2:17][N:16]([S:19]([CH3:22])(=[O:20])=[O:21])[CH2:15][CH2:14]4)[CH2:12][N:8]3[C:6]([O:5][C:2]([CH3:3])([CH3:4])[CH3:1])=[O:7])=[N:52][CH:28]=2)=[CH:32][CH:33]=1)=[O:41].